This data is from Full USPTO retrosynthesis dataset with 1.9M reactions from patents (1976-2016). The task is: Predict the reactants needed to synthesize the given product. (1) Given the product [NH2:22][C:23]1[N:28]=[CH:27][C:26]([C:2]2[N:3]=[C:4]([N:11]3[CH2:16][CH2:15][O:14][CH2:13][CH:12]3[CH2:17][C:18]([O:20][CH3:21])=[O:19])[C:5]3[S:10][CH:9]=[CH:8][C:6]=3[N:7]=2)=[CH:25][N:24]=1, predict the reactants needed to synthesize it. The reactants are: Cl[C:2]1[N:3]=[C:4]([N:11]2[CH2:16][CH2:15][O:14][CH2:13][CH:12]2[CH2:17][C:18]([O:20][CH3:21])=[O:19])[C:5]2[S:10][CH:9]=[CH:8][C:6]=2[N:7]=1.[NH2:22][C:23]1[N:28]=[CH:27][C:26](B2OC(C)(C)C(C)(C)O2)=[CH:25][N:24]=1.CC#N.CC([O-])=O.[K+]. (2) Given the product [F:16][C:17]1[CH:29]=[CH:28][C:20]([CH2:21][N:22]2[CH:26]=[CH:25][C:24]([NH:27][C:2]3[CH:3]=[CH:4][C:5]([N:10]4[CH:14]=[C:13]([CH3:15])[N:12]=[CH:11]4)=[C:6]([CH:9]=3)[C:7]#[N:8])=[N:23]2)=[CH:19][CH:18]=1, predict the reactants needed to synthesize it. The reactants are: Br[C:2]1[CH:3]=[CH:4][C:5]([N:10]2[CH:14]=[C:13]([CH3:15])[N:12]=[CH:11]2)=[C:6]([CH:9]=1)[C:7]#[N:8].[F:16][C:17]1[CH:29]=[CH:28][C:20]([CH2:21][N:22]2[CH:26]=[CH:25][C:24]([NH2:27])=[N:23]2)=[CH:19][CH:18]=1. (3) Given the product [OH:18][CH:17]([C:8]1[CH:9]=[CH:10][C:11]2[C:16](=[CH:15][CH:14]=[CH:13][CH:12]=2)[CH:7]=1)[CH2:19][CH2:20][CH2:21][CH2:22][CH2:23][CH2:24][CH2:25][OH:26], predict the reactants needed to synthesize it. The reactants are: [H-].[Al+3].[Li+].[H-].[H-].[H-].[CH:7]1[C:16]2[C:11](=[CH:12][CH:13]=[CH:14][CH:15]=2)[CH:10]=[CH:9][C:8]=1[C:17]([CH2:19][CH2:20][CH2:21][CH2:22][CH2:23][CH2:24][C:25](OCC)=[O:26])=[O:18].O.[OH-].[Na+]. (4) Given the product [CH2:1]([C:8]1[O:9][C:10]2[CH:29]=[CH:28][CH:27]=[CH:26][C:11]=2[C:12]=1[C:13]1[CH:18]=[CH:17][C:16]([C:19]2[CH:24]=[CH:23][C:22]([O:25][C@H:33]([CH2:35][C:36]3[CH:41]=[CH:40][CH:39]=[CH:38][CH:37]=3)[C:32]([OH:42])=[O:31])=[CH:21][CH:20]=2)=[CH:15][CH:14]=1)[C:2]1[CH:3]=[CH:4][CH:5]=[CH:6][CH:7]=1, predict the reactants needed to synthesize it. The reactants are: [CH2:1]([C:8]1[O:9][C:10]2[CH:29]=[CH:28][CH:27]=[CH:26][C:11]=2[C:12]=1[C:13]1[CH:18]=[CH:17][C:16]([C:19]2[CH:24]=[CH:23][C:22]([OH:25])=[CH:21][CH:20]=2)=[CH:15][CH:14]=1)[C:2]1[CH:7]=[CH:6][CH:5]=[CH:4][CH:3]=1.C[O:31][C:32](=[O:42])[C@H:33]([CH2:35][C:36]1[CH:41]=[CH:40][CH:39]=[CH:38][CH:37]=1)O. (5) Given the product [CH2:28]([N:30]([CH2:44][CH3:45])[C:31]1[CH:39]=[CH:38][C:34]([C:35]([NH:27][C:9]2[CH:8]=[CH:13][C:12]([CH3:1])=[C:11]([NH:14][C:15]3[N:20]=[C:19]([C:21]4[CH:22]=[N:23][CH:24]=[CH:25][CH:26]=4)[CH:18]=[CH:17][N:16]=3)[CH:10]=2)=[O:36])=[CH:33][C:32]=1[C:40]([F:43])([F:42])[F:41])[CH3:29], predict the reactants needed to synthesize it. The reactants are: [CH3:1]CCP(=O)=O.C[C:8]1[CH:13]=[CH:12][C:11]([NH:14][C:15]2[N:20]=[C:19]([C:21]3[CH:22]=[N:23][CH:24]=[CH:25][CH:26]=3)[CH:18]=[CH:17][N:16]=2)=[CH:10][C:9]=1[NH2:27].[CH2:28]([N:30]([CH2:44][CH3:45])[C:31]1[CH:39]=[CH:38][C:34]([C:35](O)=[O:36])=[CH:33][C:32]=1[C:40]([F:43])([F:42])[F:41])[CH3:29].C(N(CC)CC)C.C(=O)([O-])O.[Na+]. (6) Given the product [CH3:37][C:35]1[C:23]2[N:24]=[C:25]([NH:27][C:28]3[CH:33]=[CH:32][CH:31]=[CH:30][C:29]=3[CH3:34])[O:26][C:22]=2[CH:21]=[C:20]([CH2:19][C:18]([NH:17][C:14]2[CH:15]=[CH:16][C:11]([C:5]3([CH2:4][C:3]([OH:39])=[O:2])[CH2:10][CH2:9][O:8][CH2:7][CH2:6]3)=[CH:12][CH:13]=2)=[O:38])[CH:36]=1, predict the reactants needed to synthesize it. The reactants are: C[O:2][C:3](=[O:39])[CH2:4][C:5]1([C:11]2[CH:16]=[CH:15][C:14]([NH:17][C:18](=[O:38])[CH2:19][C:20]3[CH:36]=[C:35]([CH3:37])[C:23]4[N:24]=[C:25]([NH:27][C:28]5[CH:33]=[CH:32][CH:31]=[CH:30][C:29]=5[CH3:34])[O:26][C:22]=4[CH:21]=3)=[CH:13][CH:12]=2)[CH2:10][CH2:9][O:8][CH2:7][CH2:6]1.[OH-].[Na+].